Predict the reactants needed to synthesize the given product. From a dataset of Full USPTO retrosynthesis dataset with 1.9M reactions from patents (1976-2016). (1) Given the product [CH2:26]([CH:25]([CH2:22][CH:20]=[CH2:21])/[CH:1]=[CH:2]/[C:3]([OH:5])=[O:4])[CH3:27], predict the reactants needed to synthesize it. The reactants are: [C:1](O)(=O)[CH2:2][C:3]([OH:5])=[O:4].N1CCOCC1.N1C=CC=CC=1.[CH2:20]([CH:22]([CH2:25][CH:26]=[CH2:27])C=O)[CH3:21].Cl. (2) Given the product [C:1]([C:3]1[C:4]([S:18][CH:19]([C:24]2[CH:25]=[CH:26][CH:27]=[CH:28][CH:29]=2)[C:20]([OH:22])=[O:21])=[N:5][C:6]2[CH2:7][CH2:8][CH2:9][CH2:10][C:11]=2[C:12]=1[C:13]1[S:14][CH:15]=[CH:16][CH:17]=1)#[N:2], predict the reactants needed to synthesize it. The reactants are: [C:1]([C:3]1[C:4]([S:18][CH:19]([C:24]2[CH:29]=[CH:28][CH:27]=[CH:26][CH:25]=2)[C:20]([O:22]C)=[O:21])=[N:5][C:6]2[CH2:7][CH2:8][CH2:9][CH2:10][C:11]=2[C:12]=1[C:13]1[S:14][CH:15]=[CH:16][CH:17]=1)#[N:2].